This data is from Reaction yield outcomes from USPTO patents with 853,638 reactions. The task is: Predict the reaction yield, written as a fraction of the theoretical maximum amount of product (1.0 means a 100% yield; for example, 0.34 means a 34% yield). (1) The reactants are C[O:2][C:3](=[O:20])[CH2:4][C:5]1[CH:10]=[CH:9][C:8](B2OC(C)(C)C(C)(C)O2)=[CH:7][CH:6]=1.[O-]P([O-])([O-])=O.[K+].[K+].[K+].C(Cl)Cl.Cl[C:33]1[CH:38]=[C:37]([N:39](COCC[Si](C)(C)C)COCC[Si](C)(C)C)[N:36]2[N:56]=[CH:57][C:58]([C:59]3[CH:60]=[N:61][C:62]4[C:67]([CH:68]=3)=[CH:66][CH:65]=[CH:64][CH:63]=4)=[C:35]2[N:34]=1. The catalyst is O1CCOCC1.C1C=CC(P(C2C=CC=CC=2)[C-]2C=CC=C2)=CC=1.C1C=CC(P(C2C=CC=CC=2)[C-]2C=CC=C2)=CC=1.Cl[Pd]Cl.[Fe+2]. The product is [NH2:39][C:37]1[N:36]2[N:56]=[CH:57][C:58]([C:59]3[CH:60]=[N:61][C:62]4[C:67]([CH:68]=3)=[CH:66][CH:65]=[CH:64][CH:63]=4)=[C:35]2[N:34]=[C:33]([C:8]2[CH:7]=[CH:6][C:5]([CH2:4][C:3]([OH:2])=[O:20])=[CH:10][CH:9]=2)[CH:38]=1. The yield is 0.620. (2) The reactants are [CH3:1][O:2][C:3](=[O:15])[C:4]1[CH:9]=[CH:8][N:7]=[C:6]([CH2:10][NH:11][CH:12]=O)[C:5]=1[Cl:14].P(Cl)(Cl)(Cl)=O. The catalyst is C1(C)C=CC=CC=1. The product is [CH3:1][O:2][C:3]([C:4]1[CH:9]=[CH:8][N:7]2[CH:12]=[N:11][CH:10]=[C:6]2[C:5]=1[Cl:14])=[O:15]. The yield is 0.930. (3) The reactants are [CH3:1][C:2]1[CH:3]=[C:4]([CH:8]=[CH:9][C:10]=1[CH3:11])[C:5]([OH:7])=O.N[NH:13][C@@H:14]([CH2:19][OH:20])[CH2:15][CH:16]([CH3:18])[CH3:17]. No catalyst specified. The product is [OH:20][CH2:19][C@H:14]([NH:13][C:5](=[O:7])[C:4]1[CH:8]=[CH:9][C:10]([CH3:11])=[C:2]([CH3:1])[CH:3]=1)[CH2:15][CH:16]([CH3:18])[CH3:17]. The yield is 0.750. (4) The reactants are [Cl:1][C:2]1[CH:7]=[C:6]([Cl:8])[CH:5]=[CH:4][C:3]=1[S:9]([CH3:12])(=O)=[O:10].S(=O)(=O)(O)O.[N+:18]([O-])([OH:20])=[O:19].[OH-].[Na+]. No catalyst specified. The product is [Cl:1][C:2]1[CH:7]=[C:6]([Cl:8])[C:5]([N+:18]([O-:20])=[O:19])=[CH:4][C:3]=1[S:9]([CH3:12])=[O:10]. The yield is 0.740. (5) The reactants are [C:1]([O:5][C:6](=[O:20])[CH2:7]/[N:8]=[CH:9]/[CH2:10][C:11]([CH3:19])([C:13]1[CH:18]=[CH:17][CH:16]=[CH:15][CH:14]=1)[CH3:12])([CH3:4])([CH3:3])[CH3:2].[Cl:21][C:22]1[C:23]([F:40])=[C:24](/[CH:28]=[C:29](/[C:32]2[CH:37]=[CH:36][C:35]([Cl:38])=[CH:34][C:33]=2[F:39])\[C:30]#[N:31])[CH:25]=[CH:26][CH:27]=1.C(N(CC)CC)C. The catalyst is ClCCl. The product is [C:1]([O:5][C:6]([CH:7]1[CH:28]([C:24]2[CH:25]=[CH:26][CH:27]=[C:22]([Cl:21])[C:23]=2[F:40])[C:29]([C:32]2[CH:37]=[CH:36][C:35]([Cl:38])=[CH:34][C:33]=2[F:39])([C:30]#[N:31])[CH:9]([CH2:10][C:11]([CH3:12])([C:13]2[CH:14]=[CH:15][CH:16]=[CH:17][CH:18]=2)[CH3:19])[NH:8]1)=[O:20])([CH3:2])([CH3:3])[CH3:4]. The yield is 0.220.